Dataset: Reaction yield outcomes from USPTO patents with 853,638 reactions. Task: Predict the reaction yield, written as a fraction of the theoretical maximum amount of product (1.0 means a 100% yield; for example, 0.34 means a 34% yield). The reactants are [N:1]12[CH2:7][C@H:4]([CH2:5][CH2:6]1)[C@H:3]([OH:8])[CH2:2]2.[H-].[Na+].[N:11]([C:14]([C:17]1[CH:22]=[CH:21][CH:20]=[C:19]([C:23]([CH3:25])=[CH2:24])[CH:18]=1)([CH3:16])[CH3:15])=[C:12]=[O:13]. The catalyst is C1COCC1. The product is [N:1]12[CH2:7][C@H:4]([CH2:5][CH2:6]1)[C@H:3]([O:8][C:12](=[O:13])[NH:11][C:14]([C:17]1[CH:22]=[CH:21][CH:20]=[C:19]([C:23]([CH3:25])=[CH2:24])[CH:18]=1)([CH3:16])[CH3:15])[CH2:2]2. The yield is 0.260.